This data is from Catalyst prediction with 721,799 reactions and 888 catalyst types from USPTO. The task is: Predict which catalyst facilitates the given reaction. (1) Reactant: [NH2:1][C:2]1[CH:7]=[CH:6][CH:5]=[CH:4][C:3]=1[NH:8][C:9](=[O:24])[C:10]1[CH:15]=[CH:14][C:13]([C:16]2[C:21]([Cl:22])=[CH:20][C:19]([OH:23])=[CH:18][N:17]=2)=[CH:12][CH:11]=1.C1(P(C2C=CC=CC=2)C2C=CC=CC=2)C=CC=CC=1.[CH3:44][N:45]([CH3:49])[CH2:46][CH2:47]O.N(C(OCC)=O)=NC(OCC)=O. Product: [NH2:1][C:2]1[CH:7]=[CH:6][CH:5]=[CH:4][C:3]=1[NH:8][C:9](=[O:24])[C:10]1[CH:11]=[CH:12][C:13]([C:16]2[C:21]([Cl:22])=[CH:20][C:19]([O:23][CH2:47][CH2:46][N:45]([CH3:49])[CH3:44])=[CH:18][N:17]=2)=[CH:14][CH:15]=1. The catalyst class is: 59. (2) Reactant: [Cl:1][C:2]1[CH:7]=[CH:6][C:5]([C:8]2[CH:13]=[CH:12][C:11]([OH:14])=[CH:10][CH:9]=2)=[CH:4][C:3]=1[C:15]([NH:17][CH2:18][C:19]12[CH2:28][CH:23]3[CH2:24][CH:25]([CH2:27][CH:21]([CH2:22]3)[CH2:20]1)[CH2:26]2)=[O:16].Cl[C@H:30]([CH3:35])[C:31]([O:33][CH3:34])=[O:32].C(=O)([O-])[O-].[K+].[K+]. Product: [Cl:1][C:2]1[CH:7]=[CH:6][C:5]([C:8]2[CH:13]=[CH:12][C:11]([O:14][C@@H:30]([CH3:35])[C:31]([O:33][CH3:34])=[O:32])=[CH:10][CH:9]=2)=[CH:4][C:3]=1[C:15]([NH:17][CH2:18][C:19]12[CH2:28][CH:23]3[CH2:24][CH:25]([CH2:27][CH:21]([CH2:22]3)[CH2:20]1)[CH2:26]2)=[O:16]. The catalyst class is: 21. (3) Reactant: [Br:1][C:2]1[CH:3]=[C:4]([O:9][CH2:10][CH2:11][OH:12])[C:5]([Cl:8])=[N:6][CH:7]=1.C(N(CC)CC)C.[CH3:20][S:21](Cl)(=[O:23])=[O:22]. Product: [CH3:20][S:21]([O:12][CH2:11][CH2:10][O:9][C:4]1[C:5]([Cl:8])=[N:6][CH:7]=[C:2]([Br:1])[CH:3]=1)(=[O:23])=[O:22]. The catalyst class is: 2.